Dataset: Forward reaction prediction with 1.9M reactions from USPTO patents (1976-2016). Task: Predict the product of the given reaction. Given the reactants [N:1]1([C:8]([O:10][CH2:11][C:12]2[CH:17]=[CH:16][CH:15]=[CH:14][CH:13]=2)=[O:9])[CH2:7][CH:6]=[CH:5][CH2:4][CH2:3][CH2:2]1.C([O-])(O)=[O:19].[Na+].C1C=C(Cl)C=C(C(OO)=O)C=1, predict the reaction product. The product is: [CH:6]12[O:19][CH:5]1[CH2:4][CH2:3][CH2:2][N:1]([C:8]([O:10][CH2:11][C:12]1[CH:13]=[CH:14][CH:15]=[CH:16][CH:17]=1)=[O:9])[CH2:7]2.